This data is from Full USPTO retrosynthesis dataset with 1.9M reactions from patents (1976-2016). The task is: Predict the reactants needed to synthesize the given product. (1) Given the product [CH:22]1([NH:25][C:2]2[C:3]([C:16]3[CH:21]=[CH:20][CH:19]=[CH:18][CH:17]=3)=[N:4][C:5]3[C:10]([N:11]=2)=[CH:9][C:8]([C:12]([O:14][CH3:15])=[O:13])=[CH:7][CH:6]=3)[CH2:24][CH2:23]1, predict the reactants needed to synthesize it. The reactants are: Cl[C:2]1[C:3]([C:16]2[CH:21]=[CH:20][CH:19]=[CH:18][CH:17]=2)=[N:4][C:5]2[C:10]([N:11]=1)=[CH:9][C:8]([C:12]([O:14][CH3:15])=[O:13])=[CH:7][CH:6]=2.[CH:22]1([NH2:25])[CH2:24][CH2:23]1. (2) Given the product [OH:25][C:24]([C:20]1[S:19][CH:23]=[CH:22][CH:21]=1)([C:26]1[S:27][CH:28]=[CH:29][CH:30]=1)[C:5]1[S:1][C:2]([C:6]([O:8][CH2:9][CH3:10])=[O:7])=[CH:3][CH:4]=1, predict the reactants needed to synthesize it. The reactants are: [S:1]1[CH:5]=[CH:4][CH:3]=[C:2]1[C:6]([O:8][CH2:9][CH3:10])=[O:7].[Li+].CC([N-]C(C)C)C.[S:19]1[CH:23]=[CH:22][CH:21]=[C:20]1[C:24]([C:26]1[S:27][CH:28]=[CH:29][CH:30]=1)=[O:25].